This data is from Forward reaction prediction with 1.9M reactions from USPTO patents (1976-2016). The task is: Predict the product of the given reaction. (1) Given the reactants C([O:3][C:4](=[O:47])[CH2:5][CH2:6][CH2:7][O:8][C:9]1[CH:14]=[CH:13][CH:12]=[C:11]([CH2:15][CH2:16][CH2:17][CH2:18][CH2:19][CH2:20][O:21][C:22]2[CH:27]=[C:26]([C:28]3[CH:33]=[CH:32][N:31]=[CH:30][CH:29]=3)[CH:25]=[C:24]([C:34]3[CH:39]=[CH:38][N:37]=[CH:36][CH:35]=3)[CH:23]=2)[C:10]=1[CH2:40][CH2:41][C:42]([O:44]CC)=[O:43])C.[OH-].[Na+], predict the reaction product. The product is: [C:42]([CH2:41][CH2:40][C:10]1[C:11]([CH2:15][CH2:16][CH2:17][CH2:18][CH2:19][CH2:20][O:21][C:22]2[CH:27]=[C:26]([C:28]3[CH:29]=[CH:30][N:31]=[CH:32][CH:33]=3)[CH:25]=[C:24]([C:34]3[CH:35]=[CH:36][N:37]=[CH:38][CH:39]=3)[CH:23]=2)=[CH:12][CH:13]=[CH:14][C:9]=1[O:8][CH2:7][CH2:6][CH2:5][C:4]([OH:47])=[O:3])([OH:44])=[O:43]. (2) Given the reactants Cl[C:2]1[CH:3]=[C:4]([C:9]2[C:22]3[C:23]4=[C:24]5[C:19](=[CH:20][CH:21]=3)[CH:18]=[CH:17][C:16]([C:25]3[CH:30]=[CH:29][C:28]([CH3:31])=[CH:27][CH:26]=3)=[C:15]5[CH:14]=[CH:13][C:12]4=[CH:11][CH:10]=2)[CH:5]=[C:6]([Cl:8])[CH:7]=1.[CH:32]1[C:41]2[C:36](=[CH:37][CH:38]=[CH:39][CH:40]=2)[CH:35]=[CH:34][C:33]=1B(O)O.C(=O)([O-])[O-].[Cs+].[Cs+].O1CCOCC1, predict the reaction product. The product is: [Cl:8][C:6]1[CH:5]=[C:4]([C:9]2[C:22]3[C:23]4=[C:24]5[C:19](=[CH:20][CH:21]=3)[CH:18]=[CH:17][C:16]([C:25]3[CH:30]=[CH:29][C:28]([CH3:31])=[CH:27][CH:26]=3)=[C:15]5[CH:14]=[CH:13][C:12]4=[CH:11][CH:10]=2)[CH:3]=[C:2]([C:34]2[CH:33]=[CH:32][C:41]3[C:36](=[CH:37][CH:38]=[CH:39][CH:40]=3)[CH:35]=2)[CH:7]=1. (3) Given the reactants [C:1]([BH3-])#[N:2].[Na+].[CH3:5][O:6][CH2:7][C:8]1[CH:13]=[C:12]([C:14]2[O:18][N:17]=[C:16]([C:19]3[CH:26]=[CH:25][C:22]([CH:23]=O)=[CH:21][C:20]=3[CH3:27])[N:15]=2)[CH:11]=[CH:10][C:9]=1[C:28]1[CH:33]=[CH:32][CH:31]=[CH:30][C:29]=1[CH3:34].CN[CH2:37][C:38]([OH:40])=[O:39].C(Cl)Cl, predict the reaction product. The product is: [CH3:5][O:6][CH2:7][C:8]1[CH:13]=[C:12]([C:14]2[O:18][N:17]=[C:16]([C:19]3[CH:26]=[CH:25][C:22]([CH2:23][N:2]([CH3:1])[CH2:37][C:38]([OH:40])=[O:39])=[CH:21][C:20]=3[CH3:27])[N:15]=2)[CH:11]=[CH:10][C:9]=1[C:28]1[CH:33]=[CH:32][CH:31]=[CH:30][C:29]=1[CH3:34]. (4) Given the reactants Cl[C:2]1[CH:7]=[CH:6][N:5]=[C:4]2[CH:8]=[C:9]([C:11]3[S:12][CH:13]=[CH:14][N:15]=3)[S:10][C:3]=12.[CH2:16]([NH:19][C:20]([C:22]1[C:30]2[C:25](=[CH:26][C:27]([OH:31])=[CH:28][CH:29]=2)[N:24]([CH3:32])[C:23]=1[CH3:33])=[O:21])[CH2:17][CH3:18].C([O-])([O-])=O.[Cs+].[Cs+], predict the reaction product. The product is: [CH2:16]([NH:19][C:20]([C:22]1[C:30]2[C:25](=[CH:26][C:27]([O:31][C:2]3[CH:7]=[CH:6][N:5]=[C:4]4[CH:8]=[C:9]([C:11]5[S:12][CH:13]=[CH:14][N:15]=5)[S:10][C:3]=34)=[CH:28][CH:29]=2)[N:24]([CH3:32])[C:23]=1[CH3:33])=[O:21])[CH2:17][CH3:18]. (5) Given the reactants [H-].[Na+].N1C2[C:6](=[CH:7][C:8]([C:12]([OH:14])=[O:13])=[CH:9][N:10]=2)[CH:5]=C1.[CH3:15]I.[CH3:17][N:18]([CH:20]=O)[CH3:19], predict the reaction product. The product is: [CH3:19][N:18]1[C:17]2=[N:10][CH:9]=[C:8]([C:12]([O:14][CH3:15])=[O:13])[CH:7]=[C:6]2[CH:5]=[CH:20]1. (6) Given the reactants [CH:1]1([N:4]([CH:17]([C:19]2[CH:24]=[CH:23][CH:22]=[CH:21][C:20]=2I)[CH3:18])[C:5]([C:7]2[C:8]([CH:14]([F:16])[F:15])=[N:9][N:10]([CH3:13])[C:11]=2[F:12])=[O:6])[CH2:3][CH2:2]1.F[B-](F)(F)F.[C:40]([PH+]([C:40]([CH3:43])([CH3:42])[CH3:41])[C:40]([CH3:43])([CH3:42])[CH3:41])([CH3:43])([CH3:42])[CH3:41].O1C[CH2:47][CH2:46][CH2:45]1, predict the reaction product. The product is: [CH:40]12[CH2:41][CH:46]([CH2:47][CH2:42]1)[CH2:45][CH:43]2[C:20]1[CH:21]=[CH:22][CH:23]=[CH:24][C:19]=1[CH:17]([N:4]([CH:1]1[CH2:3][CH2:2]1)[C:5]([C:7]1[C:8]([CH:14]([F:16])[F:15])=[N:9][N:10]([CH3:13])[C:11]=1[F:12])=[O:6])[CH3:18]. (7) Given the reactants [O:1]=[C:2]1[C:11]2[CH:10]=[C:9]([O:12][CH:13]([CH3:15])[CH3:14])[CH:8]=[C:7](C(O)=O)[C:6]=2[CH2:5][CH2:4][NH:3]1.C1N=CN([C:24]([N:26]2C=NC=C2)=[O:25])C=1.[C:31]([OH:35])([CH3:34])([CH3:33])[CH3:32], predict the reaction product. The product is: [O:1]=[C:2]1[C:11]2[C:6](=[C:7]([NH:26][C:24](=[O:25])[O:35][C:31]([CH3:34])([CH3:33])[CH3:32])[CH:8]=[C:9]([O:12][CH:13]([CH3:14])[CH3:15])[CH:10]=2)[CH2:5][CH2:4][NH:3]1. (8) Given the reactants [NH2:1][CH2:2][CH2:3][CH2:4][NH:5][C:6](=[O:12])[O:7][C:8]([CH3:11])([CH3:10])[CH3:9].Cl[C:14]1[C:23]2[C:18](=[CH:19][CH:20]=[CH:21][N:22]=2)[N:17]=[CH:16][C:15]=1[N+:24]([O-:26])=[O:25].C(N(CC)CC)C.O, predict the reaction product. The product is: [N+:24]([C:15]1[CH:16]=[N:17][C:18]2[C:23]([C:14]=1[NH:1][CH2:2][CH2:3][CH2:4][NH:5][C:6](=[O:12])[O:7][C:8]([CH3:9])([CH3:11])[CH3:10])=[N:22][CH:21]=[CH:20][CH:19]=2)([O-:26])=[O:25].